Dataset: Catalyst prediction with 721,799 reactions and 888 catalyst types from USPTO. Task: Predict which catalyst facilitates the given reaction. (1) Reactant: [C:1]([OH:10])(=[O:9])/[CH:2]=[CH:3]\[CH:4]=[CH:5]\[C:6]([OH:8])=[O:7].II. Product: [C:1]([OH:10])(=[O:9])/[CH:2]=[CH:3]/[CH:4]=[CH:5]/[C:6]([OH:8])=[O:7]. The catalyst class is: 5. (2) The catalyst class is: 252. Reactant: [Cl:1][C:2]1[CH:3]=[C:4]([C:12]2[O:16][N:15]=[C:14]([C:17]3[CH:22]=[CH:21][C:20]([O:23][CH2:24][C:25]([O:27]CC)=[O:26])=[CH:19][C:18]=3[CH3:30])[N:13]=2)[CH:5]=[CH:6][C:7]=1[O:8][CH:9]([CH3:11])[CH3:10].[OH-].[Na+]. Product: [Cl:1][C:2]1[CH:3]=[C:4]([C:12]2[O:16][N:15]=[C:14]([C:17]3[CH:22]=[CH:21][C:20]([O:23][CH2:24][C:25]([OH:27])=[O:26])=[CH:19][C:18]=3[CH3:30])[N:13]=2)[CH:5]=[CH:6][C:7]=1[O:8][CH:9]([CH3:10])[CH3:11]. (3) Reactant: [Cl:1][C:2]1[CH:3]=[C:4]([C:10]2([C:13]([OH:15])=[O:14])[CH2:12][CH2:11]2)[CH:5]=[CH:6][C:7]=1[O:8][CH3:9].[CH3:16][CH2:17]O. Product: [CH2:16]([O:14][C:13]([C:10]1([C:4]2[CH:5]=[CH:6][C:7]([O:8][CH3:9])=[C:2]([Cl:1])[CH:3]=2)[CH2:11][CH2:12]1)=[O:15])[CH3:17]. The catalyst class is: 33. (4) Reactant: C([O:3][C:4]([C:6]1[CH:10]=[C:9]([C:11]2[CH:16]=[N:15][C:14]([NH:17][C:18]([O:20][C:21]([CH3:24])([CH3:23])[CH3:22])=[O:19])=[CH:13][N:12]=2)[N:8]([C:25]2[CH:26]=[N:27][CH:28]=[CH:29][CH:30]=2)[N:7]=1)=[O:5])C.[OH-].[Na+].Cl. Product: [C:21]([O:20][C:18]([NH:17][C:14]1[N:15]=[CH:16][C:11]([C:9]2[N:8]([C:25]3[CH:26]=[N:27][CH:28]=[CH:29][CH:30]=3)[N:7]=[C:6]([C:4]([OH:5])=[O:3])[CH:10]=2)=[N:12][CH:13]=1)=[O:19])([CH3:24])([CH3:22])[CH3:23]. The catalyst class is: 111. (5) Product: [F:1][C:2]1[CH:3]=[CH:4][C:5]([C:8]2[S:12][C:11]3[CH:13]=[CH:14][C:15]([O:17][CH3:18])=[CH:16][C:10]=3[C:9]=2[C:19]([OH:21])=[O:20])=[CH:6][CH:7]=1. The catalyst class is: 5. Reactant: [F:1][C:2]1[CH:7]=[CH:6][C:5]([C:8]2[S:12][C:11]3[CH:13]=[CH:14][C:15]([O:17][CH3:18])=[CH:16][C:10]=3[C:9]=2[C:19]([O:21]C)=[O:20])=[CH:4][CH:3]=1.C1COCC1.[OH-].[Li+].Cl. (6) Reactant: [C:1]1([C:7]2[CH:15]=[CH:14][C:10]([C:11](Cl)=[O:12])=[CH:9][CH:8]=2)[CH:6]=[CH:5][CH:4]=[CH:3][CH:2]=1.C(Cl)(Cl)Cl.Cl.[CH3:21][NH:22][C:23](=[O:31])[C@H:24]([C:27](=[O:30])[O:28][CH3:29])[NH:25][CH3:26].C(N(CC)CC)C. Product: [CH3:29][O:28][C:27](=[O:30])[CH:24]([N:25]([CH3:26])[C:11]([C:10]1[CH:14]=[CH:15][C:7]([C:1]2[CH:6]=[CH:5][CH:4]=[CH:3][CH:2]=2)=[CH:8][CH:9]=1)=[O:12])[C:23]([NH:22][CH3:21])=[O:31]. The catalyst class is: 6. (7) The catalyst class is: 2. Reactant: [Br:1][C:2]1[C:10]([O:11][CH2:12][C:13]([CH2:15][CH3:16])=[O:14])=[C:9]([Br:17])[CH:8]=[CH:7][C:3]=1[C:4]([OH:6])=[O:5].[C:18]1(=O)[CH2:23][CH2:22][CH2:21][C:20](=[O:24])[CH2:19]1.Cl.CN(C)CCCN=C=NCC.CN(C1C=CC=CN=1)C. Product: [Br:1][C:2]1[C:10]([O:11][CH2:12][C:13]([CH2:15][CH3:16])=[O:14])=[C:9]([Br:17])[CH:8]=[CH:7][C:3]=1[C:4]([O:6][C:18]1[CH2:23][CH2:22][CH2:21][C:20](=[O:24])[CH:19]=1)=[O:5]. (8) Reactant: [F:1][C:2]1[CH:26]=[CH:25][CH:24]=[C:23]([F:27])[C:3]=1[C:4]([NH:6][C:7]1[CH:11]=[CH:10][N:9]([CH2:12][C:13]2[CH:18]=[CH:17][C:16]([N+:19]([O-])=O)=[CH:15][C:14]=2[CH3:22])[N:8]=1)=[O:5]. Product: [NH2:19][C:16]1[CH:17]=[CH:18][C:13]([CH2:12][N:9]2[CH:10]=[CH:11][C:7]([NH:6][C:4](=[O:5])[C:3]3[C:2]([F:1])=[CH:26][CH:25]=[CH:24][C:23]=3[F:27])=[N:8]2)=[C:14]([CH3:22])[CH:15]=1. The catalyst class is: 63. (9) Reactant: [N+:1]([C:4]1[CH:12]=[CH:11][CH:10]=[C:9]2[C:5]=1[CH:6]=[CH:7][NH:8]2)([O-:3])=[O:2].ClN1C(=[O:19])CCC1=O. Product: [N+:1]([C:4]1[CH:12]=[CH:11][CH:10]=[C:9]2[C:5]=1[CH2:6][C:7](=[O:19])[NH:8]2)([O-:3])=[O:2]. The catalyst class is: 22. (10) Reactant: [C:1]([O:5][C:6](=[O:27])[NH:7][C:8]1[C:17]([O:18][CH2:19][C:20]2[CH:25]=[CH:24][CH:23]=[CH:22][CH:21]=2)=[CH:16][C:15]2[C:10](=[CH:11][C:12]([Br:26])=[CH:13][CH:14]=2)[CH:9]=1)([CH3:4])([CH3:3])[CH3:2].[H-].[Na+].Br[CH2:31][C:32]([O:34][CH3:35])=[O:33]. Product: [CH3:35][O:34][C:32](=[O:33])[CH2:31][N:7]([C:8]1[C:17]([O:18][CH2:19][C:20]2[CH:21]=[CH:22][CH:23]=[CH:24][CH:25]=2)=[CH:16][C:15]2[C:10](=[CH:11][C:12]([Br:26])=[CH:13][CH:14]=2)[CH:9]=1)[C:6]([O:5][C:1]([CH3:4])([CH3:2])[CH3:3])=[O:27]. The catalyst class is: 3.